This data is from Acute oral toxicity (LD50) regression data from Zhu et al.. The task is: Regression/Classification. Given a drug SMILES string, predict its toxicity properties. Task type varies by dataset: regression for continuous values (e.g., LD50, hERG inhibition percentage) or binary classification for toxic/non-toxic outcomes (e.g., AMES mutagenicity, cardiotoxicity, hepatotoxicity). Dataset: ld50_zhu. (1) The rat oral LD50 is 2.24, given as -log10 of the dose in mol/kg body weight (higher means more acutely toxic). The drug is CCCN(CCC)c1c([N+](=O)[O-])cc(C(F)(F)F)cc1[N+](=O)[O-]. (2) The molecule is CCC(=O)OCC(=O)C1(OC(=O)CC)C(C)CC2C3CCC4=CC(=O)C=CC4(C)C3(Cl)C(O)CC21C. The rat oral LD50 is 2.14, given as -log10 of the dose in mol/kg body weight (higher means more acutely toxic).